Predict the reaction yield, written as a fraction of the theoretical maximum amount of product (1.0 means a 100% yield; for example, 0.34 means a 34% yield). From a dataset of Reaction yield outcomes from USPTO patents with 853,638 reactions. (1) The reactants are [C:1]([O:5][C:6]([N:8]1[CH2:11][CH:10]([O:12][C:13]2[CH:18]=[C:17](Br)[CH:16]=[CH:15][C:14]=2[O:20][CH3:21])[CH2:9]1)=[O:7])([CH3:4])([CH3:3])[CH3:2].[F:22][C:23]([F:34])([F:33])[C:24]1[CH:29]=[CH:28][CH:27]=[CH:26][C:25]=1B(O)O.[O-]P([O-])([O-])=O.[K+].[K+].[K+].C1(C)C=CC=CC=1. The catalyst is CCOC(C)=O.C1C=CC(/C=C/C(/C=C/C2C=CC=CC=2)=O)=CC=1.C1C=CC(/C=C/C(/C=C/C2C=CC=CC=2)=O)=CC=1.[Pd].CC(P(C(C)(C)C)[C-]1C=CC=C1)(C)C.C1C=CC([C-]2C(C3C=CC=CC=3)=C(C3C=CC=CC=3)C(C3C=CC=CC=3)=C2C2C=CC=CC=2)=CC=1.[Fe+2]. The product is [C:1]([O:5][C:6]([N:8]1[CH2:11][CH:10]([O:12][C:13]2[CH:18]=[C:17]([C:25]3[CH:26]=[CH:27][CH:28]=[CH:29][C:24]=3[C:23]([F:34])([F:33])[F:22])[CH:16]=[CH:15][C:14]=2[O:20][CH3:21])[CH2:9]1)=[O:7])([CH3:4])([CH3:3])[CH3:2]. The yield is 0.490. (2) The yield is 0.410. The product is [O:17]=[C:13]1[CH2:12][CH2:11][CH2:10][C:9]2[CH:8]=[C:7]([C:20]#[N:21])[CH:16]=[CH:15][C:14]1=2. The catalyst is [C-]#N.[Zn+2].[C-]#N.C1C=CC([P]([Pd]([P](C2C=CC=CC=2)(C2C=CC=CC=2)C2C=CC=CC=2)([P](C2C=CC=CC=2)(C2C=CC=CC=2)C2C=CC=CC=2)[P](C2C=CC=CC=2)(C2C=CC=CC=2)C2C=CC=CC=2)(C2C=CC=CC=2)C2C=CC=CC=2)=CC=1. The reactants are FC(F)(F)S(O[C:7]1[CH:16]=[CH:15][C:14]2[C:13](=[O:17])[CH2:12][CH2:11][CH2:10][C:9]=2[CH:8]=1)(=O)=O.[CH3:20][N:21](C)C=O. (3) The reactants are [CH2:1]([O:8][C:9]1[CH:10]=[C:11]([OH:15])[CH:12]=[CH:13][CH:14]=1)[C:2]1[CH:7]=[CH:6][CH:5]=[CH:4][CH:3]=1.C(N(C(C)C)CC)(C)C.[Cl:25][C:26]1[CH:31]=[CH:30][CH:29]=[CH:28][C:27]=1[S:32](Cl)(=[O:34])=[O:33]. The catalyst is C(Cl)Cl. The product is [CH2:1]([O:8][C:9]1[CH:10]=[C:11]([O:15][S:32]([C:27]2[CH:28]=[CH:29][CH:30]=[CH:31][C:26]=2[Cl:25])(=[O:34])=[O:33])[CH:12]=[CH:13][CH:14]=1)[C:2]1[CH:3]=[CH:4][CH:5]=[CH:6][CH:7]=1. The yield is 0.950. (4) The reactants are Br[C:2]1[CH:3]=[C:4]([C:8]2[N:9]=[C:10]([CH:20]([CH3:22])[CH3:21])[NH:11][C:12]=2[C:13]2[CH:18]=[CH:17][CH:16]=[C:15]([CH3:19])[N:14]=2)[CH:5]=[CH:6][CH:7]=1.[F:23][C:24]([F:35])([F:34])[C:25]1[CH:30]=[CH:29][C:28](B(O)O)=[CH:27][CH:26]=1. No catalyst specified. The product is [CH:20]([C:10]1[NH:11][C:12]([C:13]2[CH:18]=[CH:17][CH:16]=[C:15]([CH3:19])[N:14]=2)=[C:8]([C:4]2[CH:3]=[C:2]([C:28]3[CH:29]=[CH:30][C:25]([C:24]([F:35])([F:34])[F:23])=[CH:26][CH:27]=3)[CH:7]=[CH:6][CH:5]=2)[N:9]=1)([CH3:22])[CH3:21]. The yield is 0.800.